Dataset: hERG potassium channel inhibition data for cardiac toxicity prediction from Karim et al.. Task: Regression/Classification. Given a drug SMILES string, predict its toxicity properties. Task type varies by dataset: regression for continuous values (e.g., LD50, hERG inhibition percentage) or binary classification for toxic/non-toxic outcomes (e.g., AMES mutagenicity, cardiotoxicity, hepatotoxicity). Dataset: herg_karim. (1) The molecule is CSc1ccc(C2N=C(OCc3ccc(NS(C)(=O)=O)cc3)N(C)Cc3ccccc32)cc1. The result is 1 (blocker). (2) The drug is Cc1nc2n(c(=O)c1CCN1CCN(c3cccc4sccc34)CC1)CCCC2O. The result is 1 (blocker).